This data is from Full USPTO retrosynthesis dataset with 1.9M reactions from patents (1976-2016). The task is: Predict the reactants needed to synthesize the given product. (1) Given the product [CH2:12]([C:16]1[CH:9]=[CH:8][C:3]([C:4]([O:6][CH2:25][CH3:26])=[O:7])=[CH:10][CH:11]=1)[CH:13]([CH3:15])[CH3:14], predict the reactants needed to synthesize it. The reactants are: C([C:3]([CH2:10][CH3:11])([CH2:8][CH3:9])[C:4]([O-:7])([O-:6])[O-])C.[CH2:12]([C:16]1C=CC=CC=1C(O)=O)[CH:13]([CH3:15])[CH3:14].[C:25]1(C)C=CC=C[CH:26]=1. (2) Given the product [C:1]([O:5][C:6](=[O:20])[NH:7][C:8]1[CH:13]=[C:12]([CH3:14])[C:11]([C:15]([F:18])([F:17])[F:16])=[CH:10][C:9]=1[NH:19][C:26](=[O:25])[CH2:27][C:28]([C:30]1[CH:35]=[CH:34][CH:33]=[C:32]([C:36]2[CH:41]=[C:40]([CH2:42][O:43][CH:44]3[CH2:49][CH2:48][CH2:47][CH2:46][O:45]3)[N:39]=[C:38]([CH3:50])[CH:37]=2)[CH:31]=1)=[O:29])([CH3:4])([CH3:2])[CH3:3], predict the reactants needed to synthesize it. The reactants are: [C:1]([O:5][C:6](=[O:20])[NH:7][C:8]1[CH:13]=[C:12]([CH3:14])[C:11]([C:15]([F:18])([F:17])[F:16])=[CH:10][C:9]=1[NH2:19])([CH3:4])([CH3:3])[CH3:2].C([O:25][C:26](=O)[CH2:27][C:28]([C:30]1[CH:35]=[CH:34][CH:33]=[C:32]([C:36]2[CH:41]=[C:40]([CH2:42][O:43][CH:44]3[CH2:49][CH2:48][CH2:47][CH2:46][O:45]3)[N:39]=[C:38]([CH3:50])[CH:37]=2)[CH:31]=1)=[O:29])(C)(C)C. (3) Given the product [O:26]1[CH:27]=[CH:28][CH:29]=[C:25]1[C:6]1[CH:7]=[C:8]([C:10]2[CH:15]=[C:14]([N:16]3[CH2:21][CH2:20][O:19][CH2:18][C@H:17]3[CH3:22])[N:13]=[C:12]([NH:23][CH3:24])[N:11]=2)[CH:9]=[C:2]2[C:3]=1[C:4]([NH2:5])=[N:30][NH:31]2, predict the reactants needed to synthesize it. The reactants are: F[C:2]1[CH:9]=[C:8]([C:10]2[CH:15]=[C:14]([N:16]3[CH2:21][CH2:20][O:19][CH2:18][C@H:17]3[CH3:22])[N:13]=[C:12]([NH:23][CH3:24])[N:11]=2)[CH:7]=[C:6]([C:25]2[O:26][CH:27]=[CH:28][CH:29]=2)[C:3]=1[C:4]#[N:5].[NH2:30][NH2:31].CCN(C(C)C)C(C)C. (4) Given the product [F:1][C:2]([F:11])([F:12])[O:3][C:4]1[CH:10]=[CH:9][C:7]([N:8]2[CH:20]=[C:19]([C:18]3[CH:23]=[CH:24][C:15]([C:13]#[N:14])=[CH:16][CH:17]=3)[N:27]=[CH:25]2)=[CH:6][CH:5]=1, predict the reactants needed to synthesize it. The reactants are: [F:1][C:2]([F:12])([F:11])[O:3][C:4]1[CH:10]=[CH:9][C:7]([NH2:8])=[CH:6][CH:5]=1.[C:13]([C:15]1[CH:24]=[CH:23][C:18]([C:19](=O)[CH2:20]Br)=[CH:17][CH:16]=1)#[N:14].[CH:25]([NH2:27])=O. (5) Given the product [ClH:1].[Cl:1][C:2]1[CH:3]=[C:4]([S:8]([N:11]2[C:15]([C:16]3[CH:21]=[CH:20][CH:19]=[CH:18][CH:17]=3)=[CH:14][C:13]([CH2:22][NH:29][CH3:28])=[C:12]2[CH3:24])(=[O:10])=[O:9])[CH:5]=[CH:6][CH:7]=1, predict the reactants needed to synthesize it. The reactants are: [Cl:1][C:2]1[CH:3]=[C:4]([S:8]([N:11]2[C:15]([C:16]3[CH:21]=[CH:20][CH:19]=[CH:18][CH:17]=3)=[CH:14][C:13]([CH:22]=O)=[C:12]2[CH3:24])(=[O:10])=[O:9])[CH:5]=[CH:6][CH:7]=1.[Cl-].C[NH3+].[C:28]([BH3-])#[N:29].[Na+]. (6) Given the product [CH3:83][C:2]([CH3:82])([CH3:1])[C@H:3]([NH:75][C:76](=[O:81])[C@@H:77]([NH:79][CH3:80])[CH3:78])[C:4]([N:6]1[C@H:10]([C:11](=[O:23])[NH:12][C@H:13]2[C:22]3[C:17](=[CH:18][CH:19]=[CH:20][CH:21]=3)[CH2:16][CH2:15][CH2:14]2)[CH2:9][C@H:8]([NH:24][C:25]([C:27]2[CH:28]=[CH:29][C:30]([O:102][C:101]3[CH:112]=[CH:113][C:98]([CH2:97][C@H:96]([NH:95][C:93](=[O:94])[C@@H:92]([NH:91][CH3:89])[CH3:139])[C:114]([N:115]4[C@H:124]([C:125]([NH:126][C@H:127]5[C:136]6[C:131](=[CH:132][CH:133]=[CH:134][CH:135]=6)[CH2:130][CH2:129][CH2:128]5)=[O:137])[CH2:123][C:122]5[C:117](=[CH:118][CH:119]=[CH:120][CH:121]=5)[CH2:116]4)=[O:138])=[CH:99][CH:100]=3)=[CH:73][CH:74]=2)=[O:26])[CH2:7]1)=[O:5], predict the reactants needed to synthesize it. The reactants are: [CH3:1][C:2]([CH3:83])([CH3:82])[C@H:3]([NH:75][C:76](=[O:81])[C@@H:77]([NH:79][CH3:80])[CH3:78])[C:4]([N:6]1[C@H:10]([C:11](=[O:23])[NH:12][C@H:13]2[C:22]3[C:17](=[CH:18][CH:19]=[CH:20][CH:21]=3)[CH2:16][CH2:15][CH2:14]2)[CH2:9][C@H:8]([NH:24][C:25]([C:27]2[CH:74]=[CH:73][C:30](COC3C=CC(C[C@H](NC(=O)[C@@H](NC)C)C(N4[C@H](C(N[C@H]5C6C(=CC=CC=6)CCC5)=O)CC5C(=CC=CC=5)C4)=O)=CC=3)=[CH:29][CH:28]=2)=[O:26])[CH2:7]1)=[O:5].C(O[C:89]([N:91](C)[C@@H:92]([CH3:139])[C:93]([NH:95][C@H:96]([C:114](=[O:138])[N:115]1[C@H:124]([C:125](=[O:137])[NH:126][C@H:127]2[C:136]3[C:131](=[CH:132][CH:133]=[CH:134][CH:135]=3)[CH2:130][CH2:129][CH2:128]2)[CH2:123][C:122]2[C:117](=[CH:118][CH:119]=[CH:120][CH:121]=2)[CH2:116]1)[CH2:97][C:98]1[CH:113]=[CH:112][C:101]([O:102]C2C=CC(C(O)=O)=CC=2)=[CH:100][CH:99]=1)=[O:94])=O)(C)(C)C.N[C@@H]1CN(C(=O)[C@@H](NC(=O)[C@@H](N(C)C(=O)OC(C)(C)C)C)C(C)(C)C)[C@H](C(=O)N[C@H]2C3C(=CC=CC=3)CCC2)C1.